Task: Predict the product of the given reaction.. Dataset: Forward reaction prediction with 1.9M reactions from USPTO patents (1976-2016) (1) Given the reactants Cl[C:2]1[CH:24]=[C:23](Cl)[CH:22]=[CH:21][C:3]=1[CH2:4][NH:5][C:6]([C:8]1[C:9](=[O:20])[NH:10][N:11]=[C:12]([C:14]2[CH:19]=[CH:18][N:17]=[CH:16][CH:15]=2)[CH:13]=1)=[O:7].O=C1C(C(O)=O)=CC(C2C=CN=CC=2)=NN1.C(Cl)(=O)[C:43]([Cl:45])=O.[Cl:48]C(C1C=CC(Cl)=CC=1)CN, predict the reaction product. The product is: [Cl:45][C:43]1[CH:2]=[C:24]([Cl:48])[CH:23]=[CH:22][C:21]=1[CH2:3][CH2:4][NH:5][C:6]([C:8]1[C:9](=[O:20])[NH:10][N:11]=[C:12]([C:14]2[CH:15]=[CH:16][N:17]=[CH:18][CH:19]=2)[CH:13]=1)=[O:7]. (2) Given the reactants [F:1][C:2]1[C:11]([F:12])=[C:10]2[C:5]([CH:6]=[C:7]([O:13][C:14]3[CH:19]=[CH:18][CH:17]=[C:16]([F:20])[C:15]=3[C:21](=[O:23])[CH3:22])[CH:8]=[N:9]2)=[CH:4][CH:3]=1.[CH3:24][Mg]Cl.Cl, predict the reaction product. The product is: [F:1][C:2]1[C:11]([F:12])=[C:10]2[C:5]([CH:6]=[C:7]([O:13][C:14]3[CH:19]=[CH:18][CH:17]=[C:16]([F:20])[C:15]=3[C:21]([OH:23])([CH3:24])[CH3:22])[CH:8]=[N:9]2)=[CH:4][CH:3]=1. (3) Given the reactants [NH2:1][C:2]1[NH:6][N:5]=[C:4]([CH2:7][CH2:8][C:9]2[CH:10]=[C:11]([CH:16]=[CH:17][CH:18]=2)[C:12]([NH:14][CH3:15])=[O:13])[CH:3]=1.Cl[C:20]1[CH:25]=[CH:24][N:23]=[C:22]([NH:26][CH2:27][C:28]2[O:32][N:31]=[C:30]([CH3:33])[CH:29]=2)[N:21]=1, predict the reaction product. The product is: [CH3:15][NH:14][C:12](=[O:13])[C:11]1[CH:16]=[CH:17][CH:18]=[C:9]([CH2:8][CH2:7][C:4]2[CH:3]=[C:2]([NH:1][C:20]3[CH:25]=[CH:24][N:23]=[C:22]([NH:26][CH2:27][C:28]4[O:32][N:31]=[C:30]([CH3:33])[CH:29]=4)[N:21]=3)[NH:6][N:5]=2)[CH:10]=1. (4) Given the reactants [CH3:1][C:2]1[N:3]=[C:4]([C:7]2[CH:12]=[CH:11][CH:10]=[CH:9][CH:8]=2)[NH:5][CH:6]=1.[CH2:13]=O.[CH2:15]([CH:22]1[CH2:27][CH2:26][NH:25][CH2:24][CH2:23]1)[C:16]1[CH:21]=[CH:20][CH:19]=[CH:18][CH:17]=1, predict the reaction product. The product is: [CH3:13][C:6]1[NH:5][C:4]([C:7]2[CH:8]=[CH:9][CH:10]=[CH:11][CH:12]=2)=[N:3][C:2]=1[CH2:1][N:25]1[CH2:26][CH2:27][CH:22]([CH2:15][C:16]2[CH:21]=[CH:20][CH:19]=[CH:18][CH:17]=2)[CH2:23][CH2:24]1. (5) Given the reactants [Br:1][C:2]1[CH:9]=[CH:8][C:5]([C:6]#[N:7])=[C:4]([F:10])[CH:3]=1.N[NH:12][C:13]([NH2:15])=[S:14], predict the reaction product. The product is: [Br:1][C:2]1[CH:9]=[CH:8][C:5]([C:6]2[S:14][C:13]([NH2:15])=[N:12][N:7]=2)=[C:4]([F:10])[CH:3]=1. (6) Given the reactants [NH:1]1[CH:8]=[CH:7][C:5](=[O:6])[NH:4][C:2]1=[O:3].C(O[CH:13]1[C@H:17]([O:18][C:19](=[O:21])[CH3:20])[C@H:16]([O:22][CH2:23][C:24]2[CH:29]=[CH:28][CH:27]=[CH:26][CH:25]=2)[C@:15]([CH2:33][O:34][CH2:35][C:36]2[CH:41]=[CH:40][CH:39]=[CH:38][CH:37]=2)([CH:30]([F:32])[F:31])[O:14]1)(=O)C.Cl[Sn](Cl)(Cl)Cl, predict the reaction product. The product is: [C:19]([O:18][C@@H:17]1[C@H:16]([O:22][CH2:23][C:24]2[CH:29]=[CH:28][CH:27]=[CH:26][CH:25]=2)[C@:15]([CH2:33][O:34][CH2:35][C:36]2[CH:37]=[CH:38][CH:39]=[CH:40][CH:41]=2)([CH:30]([F:31])[F:32])[O:14][C@H:13]1[N:1]1[CH:8]=[CH:7][C:5](=[O:6])[NH:4][C:2]1=[O:3])(=[O:21])[CH3:20].